This data is from Peptide-MHC class I binding affinity with 185,985 pairs from IEDB/IMGT. The task is: Regression. Given a peptide amino acid sequence and an MHC pseudo amino acid sequence, predict their binding affinity value. This is MHC class I binding data. The peptide sequence is YGAINFINL. The MHC is H-2-Db with pseudo-sequence H-2-Db. The binding affinity (normalized) is 0.704.